From a dataset of Aqueous solubility values for 9,982 compounds from the AqSolDB database. Regression/Classification. Given a drug SMILES string, predict its absorption, distribution, metabolism, or excretion properties. Task type varies by dataset: regression for continuous measurements (e.g., permeability, clearance, half-life) or binary classification for categorical outcomes (e.g., BBB penetration, CYP inhibition). For this dataset (solubility_aqsoldb), we predict Y. (1) The molecule is CC1(C)OC(=O)c2cc([N+](=O)[O-])ccc21. The Y is -3.05 log mol/L. (2) The drug is [Al+3].[O-]B([O-])[O-]. The Y is -6.93 log mol/L.